Dataset: Forward reaction prediction with 1.9M reactions from USPTO patents (1976-2016). Task: Predict the product of the given reaction. The product is: [C:1]([O:5][C:6]([CH2:8][NH:9][C:10]1[N:15]=[C:14]([C:16]2[CH:21]=[CH:20][C:19]([CH2:22][CH2:23][C:24]([O:26][CH3:27])=[O:25])=[CH:18][C:17]=2[O:28][CH2:29][CH3:30])[CH:13]=[CH:12][CH:11]=1)=[O:7])([CH3:2])([CH3:4])[CH3:3]. Given the reactants [C:1]([O:5][C:6]([CH2:8][NH:9][C:10]1[N:15]=[C:14]([C:16]2[CH:21]=[CH:20][C:19](/[CH:22]=[CH:23]/[C:24]([O:26][CH3:27])=[O:25])=[CH:18][C:17]=2[O:28][CH2:29][CH3:30])[CH:13]=[CH:12][CH:11]=1)=[O:7])([CH3:4])([CH3:3])[CH3:2], predict the reaction product.